This data is from Full USPTO retrosynthesis dataset with 1.9M reactions from patents (1976-2016). The task is: Predict the reactants needed to synthesize the given product. (1) Given the product [CH3:18][C@H:19]1[CH2:24][CH2:23][NH:22][CH2:21][C@@H:20]1[C:25]([O:27][CH3:28])=[O:26], predict the reactants needed to synthesize it. The reactants are: C([O-])(O)=O.[Na+].C(N[C@@H](C(O)=O)CC(C)C)(=O)C.[CH3:18][C@H:19]1[CH2:24][CH2:23][NH:22][CH2:21][C@@H:20]1[C:25]([O:27][CH3:28])=[O:26]. (2) Given the product [Cl:5][C:6]1[CH:15]=[C:14]2[C:9]([C:10]([C:32]3[CH:33]=[C:34](/[CH:38]=[CH:39]/[C:40]([O-:42])=[O:41])[CH:35]=[CH:36][CH:37]=3)=[C:11]([CH2:17][C:18]([NH:20][C:21]3[CH:26]=[CH:25][C:24]([F:27])=[CH:23][C:22]=3[C:28]([F:29])([F:31])[F:30])=[O:19])[C:12](=[O:16])[O:13]2)=[CH:8][C:7]=1[CH3:43].[NH4+:47], predict the reactants needed to synthesize it. The reactants are: CC(C)=O.[Cl:5][C:6]1[CH:15]=[C:14]2[C:9]([C:10]([C:32]3[CH:33]=[C:34](/[CH:38]=[CH:39]/[C:40]([OH:42])=[O:41])[CH:35]=[CH:36][CH:37]=3)=[C:11]([CH2:17][C:18]([NH:20][C:21]3[CH:26]=[CH:25][C:24]([F:27])=[CH:23][C:22]=3[C:28]([F:31])([F:30])[F:29])=[O:19])[C:12](=[O:16])[O:13]2)=[CH:8][C:7]=1[CH3:43].C(O)C.[NH3:47]. (3) Given the product [CH3:15][S:16]([O:7][CH:4]1[CH2:5][CH2:6][O:1][CH2:2][CH2:3]1)(=[O:18])=[O:17], predict the reactants needed to synthesize it. The reactants are: [O:1]1[CH2:6][CH2:5][CH:4]([OH:7])[CH2:3][CH2:2]1.C(N(CC)CC)C.[CH3:15][S:16](Cl)(=[O:18])=[O:17]. (4) Given the product [Cl:18][C:19]1[C:27]2[C:22](=[CH:23][C:24]([S:28]([N:31]3[CH2:36][CH2:35][N:34]([C:14]([CH:11]4[CH2:10][CH2:9][N:8]([C:5]5[CH:4]=[CH:3][C:2](=[O:1])[NH:7][N:6]=5)[CH2:13][CH2:12]4)=[O:16])[CH2:33][CH2:32]3)(=[O:29])=[O:30])=[CH:25][CH:26]=2)[NH:21][CH:20]=1, predict the reactants needed to synthesize it. The reactants are: [O:1]=[C:2]1[NH:7][N:6]=[C:5]([N:8]2[CH2:13][CH2:12][CH:11]([C:14]([OH:16])=O)[CH2:10][CH2:9]2)[CH:4]=[CH:3]1.Cl.[Cl:18][C:19]1[C:27]2[C:22](=[CH:23][C:24]([S:28]([N:31]3[CH2:36][CH2:35][NH:34][CH2:33][CH2:32]3)(=[O:30])=[O:29])=[CH:25][CH:26]=2)[NH:21][CH:20]=1.C(N(C(C)C)CC)(C)C.F[B-](F)(F)F.N1(OC(N(C)C)=[N+](C)C)C2C=CC=CC=2N=N1. (5) Given the product [Cl:8][C:7]1[N:6]=[C:5]2[O:9][C:10]([C:16]3[CH:21]=[CH:20][C:19]([F:22])=[CH:18][CH:17]=3)=[C:11]([C:12](=[O:13])[NH:14][CH3:15])[C:4]2=[CH:3][C:2]=1[C:26]1[CH:27]=[CH:28][C:29]([O:35][CH3:36])=[C:30]([CH:34]=1)[C:31]([OH:33])=[O:32], predict the reactants needed to synthesize it. The reactants are: Br[C:2]1[CH:3]=[C:4]2[C:11]([C:12]([NH:14][CH3:15])=[O:13])=[C:10]([C:16]3[CH:21]=[CH:20][C:19]([F:22])=[CH:18][CH:17]=3)[O:9][C:5]2=[N:6][C:7]=1[Cl:8].B([C:26]1[CH:27]=[CH:28][C:29]([O:35][CH3:36])=[C:30]([CH:34]=1)[C:31]([OH:33])=[O:32])(O)O.C(=O)([O-])[O-].[Cs+].[Cs+]. (6) Given the product [Cl:26][C:21]1[CH:20]=[C:19]([NH:18][C:5]2[C:4]3[C:9](=[C:10]([C:12]([F:13])([F:14])[F:15])[CH:11]=[C:2]([NH:1][CH2:34][C:30]4[O:31][C:32]([CH3:33])=[C:28]([CH3:27])[CH:29]=4)[CH:3]=3)[N:8]=[CH:7][C:6]=2[C:16]#[N:17])[CH:24]=[CH:23][C:22]=1[F:25], predict the reactants needed to synthesize it. The reactants are: [NH2:1][C:2]1[CH:3]=[C:4]2[C:9](=[C:10]([C:12]([F:15])([F:14])[F:13])[CH:11]=1)[N:8]=[CH:7][C:6]([C:16]#[N:17])=[C:5]2[NH:18][C:19]1[CH:24]=[CH:23][C:22]([F:25])=[C:21]([Cl:26])[CH:20]=1.[CH3:27][C:28]1[CH:29]=[C:30]([CH:34]=O)[O:31][C:32]=1[CH3:33].[BH3-]C#N.[Na+].